Dataset: Retrosynthesis with 50K atom-mapped reactions and 10 reaction types from USPTO. Task: Predict the reactants needed to synthesize the given product. (1) Given the product CCOc1cc2c(cc1C(F)(F)F)NC(=O)CC(c1cccc(-n3nncc3CNCC(F)(F)F)c1)=N2, predict the reactants needed to synthesize it. The reactants are: CCOc1cc2c(cc1C(F)(F)F)NC(=O)CC(c1cccc(-n3nncc3CO)c1)=N2.NCC(F)(F)F. (2) Given the product COc1cc(-c2nnc(C)[nH]2)ccc1N, predict the reactants needed to synthesize it. The reactants are: COc1cc(-c2nnc(C)[nH]2)ccc1[N+](=O)[O-]. (3) The reactants are: O=C(NC(CNC(=O)c1ccc2c(cnn2CCCNc2nccn2C(c2ccccc2)(c2ccccc2)c2ccccc2)c1)C(=O)O)OCc1ccccc1. Given the product NC(CNC(=O)c1ccc2c(cnn2CCCNc2nccn2C(c2ccccc2)(c2ccccc2)c2ccccc2)c1)C(=O)O, predict the reactants needed to synthesize it. (4) Given the product CC(C)c1noc(N2CCC(COc3ccc(-c4ccc(S(=O)(=O)NCCN)cc4)cc3)CC2)n1, predict the reactants needed to synthesize it. The reactants are: CC(C)c1noc(N2CCC(COc3ccc(-c4ccc(S(=O)(=O)NCCNC(=O)OC(C)(C)C)cc4)cc3)CC2)n1. (5) Given the product N#CC12CC3CC(C1)C(n1c(=O)[nH]c4cnc5[nH]ccc5c41)C(C3)C2, predict the reactants needed to synthesize it. The reactants are: NC(=O)C12CC3CC(C1)C(n1c(=O)[nH]c4cnc5[nH]ccc5c41)C(C3)C2.